This data is from Peptide-MHC class I binding affinity with 185,985 pairs from IEDB/IMGT. The task is: Regression. Given a peptide amino acid sequence and an MHC pseudo amino acid sequence, predict their binding affinity value. This is MHC class I binding data. (1) The peptide sequence is NPNMSCDDVV. The MHC is H-2-Kb with pseudo-sequence H-2-Kb. The binding affinity (normalized) is 0.181. (2) The peptide sequence is FPYSTFPII. The MHC is HLA-A01:01 with pseudo-sequence HLA-A01:01. The binding affinity (normalized) is 0. (3) The peptide sequence is EPISILDRI. The MHC is HLA-B07:02 with pseudo-sequence HLA-B07:02. The binding affinity (normalized) is 0.0510. (4) The peptide sequence is YLQSKGKDI. The MHC is HLA-B40:01 with pseudo-sequence HLA-B40:01. The binding affinity (normalized) is 0.0847. (5) The peptide sequence is ALIRATSTR. The MHC is HLA-A03:01 with pseudo-sequence HLA-A03:01. The binding affinity (normalized) is 0.523. (6) The peptide sequence is FYRNLLWLT. The MHC is H-2-Kd with pseudo-sequence H-2-Kd. The binding affinity (normalized) is 0.230. (7) The peptide sequence is KHDEEFCDM. The MHC is HLA-A02:06 with pseudo-sequence HLA-A02:06. The binding affinity (normalized) is 0.0847. (8) The peptide sequence is ESAERLKAY. The MHC is HLA-A26:01 with pseudo-sequence HLA-A26:01. The binding affinity (normalized) is 0.744. (9) The MHC is HLA-B48:01 with pseudo-sequence HLA-B48:01. The peptide sequence is RRDKRSVAL. The binding affinity (normalized) is 0.535. (10) The peptide sequence is SEVKFKYVL. The MHC is HLA-A02:01 with pseudo-sequence HLA-A02:01. The binding affinity (normalized) is 0.252.